Dataset: Full USPTO retrosynthesis dataset with 1.9M reactions from patents (1976-2016). Task: Predict the reactants needed to synthesize the given product. (1) Given the product [Cl:8][C:9]1[N:10]=[C:11]([N:18]2[CH2:19][CH2:20][O:21][CH2:22][CH2:23]2)[C:12]2[CH2:17][N:16]([CH:26]([CH3:28])[CH3:25])[CH2:15][C:13]=2[N:14]=1, predict the reactants needed to synthesize it. The reactants are: FC(F)(F)C(O)=O.[Cl:8][C:9]1[N:10]=[C:11]([N:18]2[CH2:23][CH2:22][O:21][CH2:20][CH2:19]2)[C:12]2[CH2:17][NH:16][CH2:15][C:13]=2[N:14]=1.Cl.[CH3:25][C:26]([CH3:28])=O.C(O[BH-](OC(=O)C)OC(=O)C)(=O)C.[Na+]. (2) Given the product [F:33][C:32]([F:34])([F:35])[C:31]([C:28]1[CH:29]=[CH:30][C:25]([C:12]2[S:11][C:10]([C:7]3[N:6]([CH3:23])[C:5]([C:2]([OH:1])([CH3:4])[CH3:3])=[N:9][N:8]=3)=[N:14][C:13]=2[C:15]([N:17]2[CH2:21][CH2:20][CH2:19][C@@H:18]2[CH3:22])=[O:16])=[C:26]([C:41]([F:42])([F:43])[F:44])[CH:27]=1)([OH:40])[C:36]([F:39])([F:38])[F:37], predict the reactants needed to synthesize it. The reactants are: [OH:1][C:2]([C:5]1[N:6]([CH3:23])[C:7]([C:10]2[S:11][CH:12]=[C:13]([C:15]([N:17]3[CH2:21][CH2:20][CH2:19][C@@H:18]3[CH3:22])=[O:16])[N:14]=2)=[N:8][N:9]=1)([CH3:4])[CH3:3].Br[C:25]1[CH:30]=[CH:29][C:28]([C:31]([OH:40])([C:36]([F:39])([F:38])[F:37])[C:32]([F:35])([F:34])[F:33])=[CH:27][C:26]=1[C:41]([F:44])([F:43])[F:42].CC([O-])=O.[K+]. (3) Given the product [OH:18][C@@H:19]1[CH2:35][C:34]2[C@@:22]([CH3:43])([CH:23]3[CH:31]([CH2:32][CH:33]=2)[CH:30]2[C@@:26]([CH3:42])([C@@H:27]([C:36]4[CH2:40][O:39][C:38](=[O:41])[CH:37]=4)[CH2:28][CH2:29]2)[CH2:25][CH2:24]3)[CH2:21][CH2:20]1, predict the reactants needed to synthesize it. The reactants are: [Si]([O:18][C@@H:19]1[CH2:35][C:34]2[C@@:22]([CH3:43])([CH:23]3[CH:31]([CH2:32][CH:33]=2)[CH:30]2[C@@:26]([CH3:42])([C@@H:27]([C:36]4[CH2:40][O:39][C:38](=[O:41])[CH:37]=4)[CH2:28][CH2:29]2)[CH2:25][CH2:24]3)[CH2:21][CH2:20]1)(C(C)(C)C)(C1C=CC=CC=1)C1C=CC=CC=1. (4) Given the product [N:6]1([CH2:12][C:13]2[CH:14]=[CH:15][C:16]([C:17](=[O:19])[CH2:2][C:1]#[N:3])=[CH:21][CH:22]=2)[CH2:7][CH2:8][O:9][CH2:10][CH2:11]1, predict the reactants needed to synthesize it. The reactants are: [C:1](#[N:3])[CH3:2].[H-].[Na+].[N:6]1([CH2:12][C:13]2[CH:22]=[CH:21][C:16]([C:17]([O:19]C)=O)=[CH:15][CH:14]=2)[CH2:11][CH2:10][O:9][CH2:8][CH2:7]1. (5) Given the product [C:1]([C:3]1[CH:4]=[C:5]2[C:11]([C:12]([OH:14])=[O:13])=[C:10]([C:19]([F:22])([F:20])[F:21])[NH:9][C:6]2=[N:7][CH:8]=1)#[N:2], predict the reactants needed to synthesize it. The reactants are: [C:1]([C:3]1[CH:4]=[C:5]2[C:11]([C:12]([O:14]C(C)(C)C)=[O:13])=[C:10]([C:19]([F:22])([F:21])[F:20])[NH:9][C:6]2=[N:7][CH:8]=1)#[N:2].C(O)(C(F)(F)F)=O. (6) Given the product [C:4]([O-:6])(=[O:5])[CH2:3][C@:2]([CH2:7][CH2:8][OH:9])([CH3:1])[OH:58].[CH:91]1[CH:90]=[N+:89]([C@H:87]2[O:88][C@@H:84]([CH2:83][O:82][P:79]([O:78][P:75]([O:74][CH2:73][C@H:71]3[O:72][C@@H:68]([N:65]4[C:63]5[N:64]=[CH:59][N:60]=[C:61]([NH2:106])[C:62]=5[N:67]=[CH:66]4)[C@H:69]([O:101][P:102]([OH:104])([OH:105])=[O:103])[C@@H:70]3[OH:100])([OH:77])=[O:76])([O-:81])=[O:80])[C@H:85]([OH:99])[C@@H:86]2[OH:98])[CH:94]=[C:93]([C:95]([NH2:97])=[O:96])[CH:92]=1.[CH3:24][C:22]([C@@H:21]([OH:57])[C:19]([NH:18][CH2:17][CH2:16][C:14]([NH:13][CH2:12][CH2:11][SH:10])=[O:15])=[O:20])([CH2:25][O:26][P:27]([O:30][P:31]([O:34][CH2:35][C@H:36]1[O:40][C@@H:39]([N:41]2[C:45]3[N:46]=[CH:47][N:48]=[C:49]([NH2:50])[C:44]=3[N:43]=[CH:42]2)[C@H:38]([OH:51])[C@@H:37]1[O:52][P:53]([OH:56])([OH:55])=[O:54])([OH:33])=[O:32])([OH:29])=[O:28])[CH3:23], predict the reactants needed to synthesize it. The reactants are: [CH3:1][C@@:2]([OH:58])([CH2:7][C:8]([S:10][CH2:11][CH2:12][NH:13][C:14]([CH2:16][CH2:17][NH:18][C:19]([C@H:21]([OH:57])[C:22]([CH2:25][O:26][P:27]([O:30][P:31]([O:34][CH2:35][C@H:36]1[O:40][C@@H:39]([N:41]2[C:45]3[N:46]=[CH:47][N:48]=[C:49]([NH2:50])[C:44]=3[N:43]=[CH:42]2)[C@H:38]([OH:51])[C@@H:37]1[O:52][P:53]([OH:56])([OH:55])=[O:54])([OH:33])=[O:32])([OH:29])=[O:28])([CH3:24])[CH3:23])=[O:20])=[O:15])=[O:9])[CH2:3][C:4]([OH:6])=[O:5].[CH:59]1[N:60]=[C:61]([NH2:106])[C:62]2[N:67]=[CH:66][N:65]([C@@H:68]3[O:72][C@H:71]([CH2:73][O:74][P:75]([O:78][P:79]([O:82][CH2:83][C@H:84]4[O:88][C@@H:87]([N:89]5[CH:94]=[C:93]([C:95]([NH2:97])=[O:96])[CH2:92][CH:91]=[CH:90]5)[C@H:86]([OH:98])[C@@H:85]4[OH:99])([OH:81])=[O:80])([OH:77])=[O:76])[C@@H:70]([OH:100])[C@H:69]3[O:101][P:102]([OH:105])([OH:104])=[O:103])[C:63]=2[N:64]=1. (7) Given the product [F:1][C:2]1[CH:3]=[CH:4][C:5]([O:20][CH3:21])=[C:6]([C:8]([CH3:18])([CH3:19])[CH2:9][C:10](=[O:11])[CH:22]([CH3:24])[CH3:23])[CH:7]=1, predict the reactants needed to synthesize it. The reactants are: [F:1][C:2]1[CH:3]=[CH:4][C:5]([O:20][CH3:21])=[C:6]([C:8]([CH3:19])([CH3:18])[CH2:9][C:10](N2CCOCC2)=[O:11])[CH:7]=1.[CH:22]([Li])([CH3:24])[CH3:23]. (8) Given the product [CH:14]1([C:11]2[CH:12]=[CH:13][C:8]([C:5]3[N:6]=[CH:7][C:2]([NH2:1])=[N:3][CH:4]=3)=[C:9]([F:19])[C:10]=2[O:18][C:21]2[N:26]=[C:25]([CH:27]([CH3:29])[CH3:28])[CH:24]=[CH:23][N:22]=2)[CH2:15][CH2:16][CH2:17]1, predict the reactants needed to synthesize it. The reactants are: [NH2:1][C:2]1[N:3]=[CH:4][C:5]([C:8]2[C:9]([F:19])=[C:10]([OH:18])[C:11]([CH:14]3[CH2:17][CH2:16][CH2:15]3)=[CH:12][CH:13]=2)=[N:6][CH:7]=1.Cl[C:21]1[N:26]=[C:25]([CH:27]([CH3:29])[CH3:28])[CH:24]=[CH:23][N:22]=1.